From a dataset of Forward reaction prediction with 1.9M reactions from USPTO patents (1976-2016). Predict the product of the given reaction. (1) Given the reactants [H-].[Na+].C(OP([CH2:11][C:12]([O:14][CH2:15][CH3:16])=[O:13])(OCC)=O)C.[F:17][C:18]1[CH:19]=[C:20]([CH:24]2[CH2:28][CH2:27][CH2:26][N:25]2[C:29]2[CH:34]=[CH:33][N:32]3[N:35]=[CH:36][C:37]([CH:38]=O)=[C:31]3[N:30]=2)[CH:21]=[N:22][CH:23]=1, predict the reaction product. The product is: [CH2:15]([O:14][C:12](=[O:13])/[CH:11]=[CH:38]/[C:37]1[CH:36]=[N:35][N:32]2[CH:33]=[CH:34][C:29]([N:25]3[CH2:26][CH2:27][CH2:28][CH:24]3[C:20]3[CH:21]=[N:22][CH:23]=[C:18]([F:17])[CH:19]=3)=[N:30][C:31]=12)[CH3:16]. (2) Given the reactants [NH2:1][C:2]1[CH:3]=[C:4]([C:8]2[C:16]3[C:11](=[CH:12][CH:13]=[C:14]([C:17]([NH2:19])=[O:18])[CH:15]=3)[N:10](C3CCCCO3)[N:9]=2)[CH:5]=[CH:6][CH:7]=1.[CH3:26][N:27]([CH3:38])[C:28]1[CH:33]=[CH:32][C:31]([CH2:34][C:35](O)=[O:36])=[CH:30][CH:29]=1.CCN=C=NCCCN(C)C, predict the reaction product. The product is: [CH3:38][N:27]([CH3:26])[C:28]1[CH:33]=[CH:32][C:31]([CH2:34][C:35]([NH:1][C:2]2[CH:3]=[C:4]([C:8]3[C:16]4[C:11](=[CH:12][CH:13]=[C:14]([C:17]([NH2:19])=[O:18])[CH:15]=4)[NH:10][N:9]=3)[CH:5]=[CH:6][CH:7]=2)=[O:36])=[CH:30][CH:29]=1.